From a dataset of Reaction yield outcomes from USPTO patents with 853,638 reactions. Predict the reaction yield, written as a fraction of the theoretical maximum amount of product (1.0 means a 100% yield; for example, 0.34 means a 34% yield). The catalyst is CN(C=O)C.O. The yield is 0.0900. The reactants are [Cl:1][C:2]1[CH:28]=[CH:27][C:5]([CH2:6][N:7]2[C:12](=[O:13])[C:11]([CH2:14]I)=[N:10][N:9]([C:16]3[CH:17]=[C:18]([NH:22][C:23](=[O:25])[CH3:24])[CH:19]=[CH:20][CH:21]=3)[C:8]2=[O:26])=[CH:4][CH:3]=1.[CH3:29][O-:30].[Na+]. The product is [Cl:1][C:2]1[CH:28]=[CH:27][C:5]([CH2:6][N:7]2[C:12](=[O:13])[C:11]([CH2:14][O:30][CH3:29])=[N:10][N:9]([C:16]3[CH:17]=[C:18]([NH:22][C:23](=[O:25])[CH3:24])[CH:19]=[CH:20][CH:21]=3)[C:8]2=[O:26])=[CH:4][CH:3]=1.